From a dataset of Full USPTO retrosynthesis dataset with 1.9M reactions from patents (1976-2016). Predict the reactants needed to synthesize the given product. (1) Given the product [NH2:31][C:2]1[N:3]([CH2:28][CH2:29][CH3:30])[C:4](=[O:27])[C:5]2[NH:6][C:7]([C:11]3[CH:12]=[N:13][N:14]([CH2:16][C:17]4[CH:22]=[CH:21][CH:20]=[C:19]([C:23]([F:26])([F:25])[F:24])[CH:18]=4)[CH:15]=3)=[N:8][C:9]=2[N:10]=1, predict the reactants needed to synthesize it. The reactants are: Cl[C:2]1[N:3]([CH2:28][CH2:29][CH3:30])[C:4](=[O:27])[C:5]2[NH:6][C:7]([C:11]3[CH:12]=[N:13][N:14]([CH2:16][C:17]4[CH:22]=[CH:21][CH:20]=[C:19]([C:23]([F:26])([F:25])[F:24])[CH:18]=4)[CH:15]=3)=[N:8][C:9]=2[N:10]=1.[NH3:31]. (2) Given the product [Br:18][C:19]1[CH:20]=[CH:21][C:22]([N:27]2[CH2:32][CH2:31][CH2:30][CH2:29][CH2:28]2)=[C:23](/[CH:24]=[C:11](\[CH3:17])/[C:12]([O:14][CH2:15][CH3:16])=[O:13])[CH:26]=1, predict the reactants needed to synthesize it. The reactants are: [H-].[Na+].C(OP([CH:11]([CH3:17])[C:12]([O:14][CH2:15][CH3:16])=[O:13])(OCC)=O)C.[Br:18][C:19]1[CH:20]=[CH:21][C:22]([N:27]2[CH2:32][CH2:31][CH2:30][CH2:29][CH2:28]2)=[C:23]([CH:26]=1)[CH:24]=O.O.